Task: Predict which catalyst facilitates the given reaction.. Dataset: Catalyst prediction with 721,799 reactions and 888 catalyst types from USPTO Reactant: [Cl:1][C:2]1[C:11]([O:12][CH2:13][C:14]2[CH:19]=[CH:18][C:17]([O:20][CH3:21])=[CH:16][CH:15]=2)=[C:10]([O:22][CH2:23][C:24]2[CH:29]=[CH:28][C:27]([O:30][CH3:31])=[CH:26][CH:25]=2)[CH:9]=[C:8]2[C:3]=1[C:4](=[O:36])[C:5]([CH:34]=O)=[CH:6][N:7]2[CH2:32][CH3:33].[NH:37]1[CH2:41][CH2:40][CH2:39][CH2:38]1.C(O[BH-](OC(=O)C)OC(=O)C)(=O)C.[Na+].C(Cl)Cl. Product: [Cl:1][C:2]1[C:11]([O:12][CH2:13][C:14]2[CH:15]=[CH:16][C:17]([O:20][CH3:21])=[CH:18][CH:19]=2)=[C:10]([O:22][CH2:23][C:24]2[CH:25]=[CH:26][C:27]([O:30][CH3:31])=[CH:28][CH:29]=2)[CH:9]=[C:8]2[C:3]=1[C:4](=[O:36])[C:5]([CH2:34][N:37]1[CH2:41][CH2:40][CH2:39][CH2:38]1)=[CH:6][N:7]2[CH2:32][CH3:33]. The catalyst class is: 26.